Task: Predict the product of the given reaction.. Dataset: Forward reaction prediction with 1.9M reactions from USPTO patents (1976-2016) (1) Given the reactants [N:1]1[C:5]2[CH:6]=[CH:7][C:8]([NH2:10])=[CH:9][C:4]=2[NH:3][CH:2]=1.Br[CH2:12][C:13]1[C:23]2[O:22][CH2:21][CH2:20][CH2:19][O:18][C:17]=2[CH:16]=[CH:15][CH:14]=1.[C:24]([O-:27])([O-])=O.[K+].[K+], predict the reaction product. The product is: [O:22]1[CH2:21][CH2:20][CH2:19][O:18][C:17]2[CH:16]=[CH:15][CH:14]=[C:13]([CH2:12][N:10]([CH2:12][C:13]3[C:23]4[O:22][CH2:21][CH2:20][CH2:19][O:27][C:24]=4[CH:16]=[CH:15][CH:14]=3)[C:8]3[CH:7]=[CH:6][C:5]4[NH:1][CH:2]=[N:3][C:4]=4[CH:9]=3)[C:23]1=2. (2) Given the reactants [OH:1][C:2]1[CH:3]=[C:4]([C@H:8]2[CH2:12][C:11]3([CH2:17][CH2:16][N:15]([C:18]([O:20][C:21]([CH3:24])([CH3:23])[CH3:22])=[O:19])[CH2:14][CH2:13]3)[O:10][CH2:9]2)[CH:5]=[CH:6][CH:7]=1.C(=O)([O-])[O-].[Cs+].[Cs+].[Br:31][C:32]1[CH:33]=[CH:34][C:35](F)=[N:36][CH:37]=1.O, predict the reaction product. The product is: [Br:31][C:32]1[CH:33]=[CH:34][C:35]([O:1][C:2]2[CH:3]=[C:4]([C@H:8]3[CH2:12][C:11]4([CH2:17][CH2:16][N:15]([C:18]([O:20][C:21]([CH3:24])([CH3:23])[CH3:22])=[O:19])[CH2:14][CH2:13]4)[O:10][CH2:9]3)[CH:5]=[CH:6][CH:7]=2)=[N:36][CH:37]=1.